Dataset: Catalyst prediction with 721,799 reactions and 888 catalyst types from USPTO. Task: Predict which catalyst facilitates the given reaction. (1) Reactant: [I-].[NH2:2][N+:3]1[CH:8]=[CH:7][C:6]([O:9][CH3:10])=[CH:5][CH:4]=1.[C:11]1([C:17]#[C:18][C:19]([O:21][CH2:22][CH3:23])=[O:20])[CH:16]=[CH:15][CH:14]=[CH:13][CH:12]=1.C(=O)([O-])[O-].[K+].[K+].O. Product: [CH3:10][O:9][C:6]1[CH:7]=[CH:8][N:3]2[N:2]=[C:17]([C:11]3[CH:12]=[CH:13][CH:14]=[CH:15][CH:16]=3)[C:18]([C:19]([O:21][CH2:22][CH3:23])=[O:20])=[C:4]2[CH:5]=1. The catalyst class is: 9. (2) Reactant: [CH3:1][C:2]1[S:11][C:5]2[N:6]=[CH:7][N:8]=[C:9]([NH2:10])[C:4]=2[C:3]=1[C:12]1[CH:17]=[CH:16][C:15]([N+:18]([O-])=O)=[CH:14][CH:13]=1.O.[NH4+].[Cl-]. Product: [NH2:18][C:15]1[CH:14]=[CH:13][C:12]([C:3]2[C:4]3[C:9]([NH2:10])=[N:8][CH:7]=[N:6][C:5]=3[S:11][C:2]=2[CH3:1])=[CH:17][CH:16]=1. The catalyst class is: 186. (3) Reactant: C([Li])[CH2:2][CH2:3][CH3:4].[CH:6]1([S:9][S:10][CH:11]2[CH2:13][CH2:12]2)[CH2:8][CH2:7]1.Br[CH2:15][C@@H:16]1[CH2:20][O:19][C:18]([CH3:22])([CH3:21])[O:17]1.[Cl-].[NH4+]. Product: [CH3:21][C:18]1([CH3:22])[O:17][C@H:16]([CH2:15][C:6]2([S:9][S:10][C:11]3([CH2:15][C@@H:16]4[CH2:20][O:19][C:3]([CH3:4])([CH3:2])[O:17]4)[CH2:13][CH2:12]3)[CH2:8][CH2:7]2)[CH2:20][O:19]1. The catalyst class is: 1. (4) Product: [Cl:3][C:4]1[CH:5]=[C:6]([C:36]2[CH:37]=[CH:38][C:39]([C:42]([F:45])([F:43])[F:44])=[CH:40][CH:41]=2)[CH:7]=[CH:8][C:9]=1[CH2:10][O:11][C:12]1[CH:17]=[CH:16][CH:15]=[CH:14][C:13]=1[CH2:18][CH2:19][NH:20][CH:21]1[CH2:30][CH2:29][CH2:28][C:27]2[N:26]=[C:25]([C:31]([O:33][CH2:34][CH3:35])=[O:32])[CH:24]=[CH:23][C:22]1=2. The catalyst class is: 1. Reactant: Cl.Cl.[Cl:3][C:4]1[CH:5]=[C:6]([C:36]2[CH:41]=[CH:40][C:39]([C:42]([F:45])([F:44])[F:43])=[CH:38][CH:37]=2)[CH:7]=[CH:8][C:9]=1[CH2:10][O:11][C:12]1[CH:17]=[CH:16][CH:15]=[CH:14][C:13]=1[CH2:18][CH2:19][NH:20][CH:21]1[CH2:30][CH2:29][CH2:28][C:27]2[N:26]=[C:25]([C:31]([O:33][CH2:34][CH3:35])=[O:32])[CH:24]=[CH:23][C:22]1=2.C(N(CC)CC)C. (5) Reactant: [CH2:1]([O:5][C:6]1[CH:31]=[C:30]([O:32][CH2:33][CH:34]([CH3:36])[CH3:35])[CH:29]=[CH:28][C:7]=1[C:8]([C:10]1[CH:11]=[CH:12][C:13]([O:23][CH2:24][CH:25]([CH3:27])[CH3:26])=[C:14]([CH2:16][CH2:17][C:18]([O:20][CH2:21][CH3:22])=[O:19])[CH:15]=1)=O)[CH:2]([CH3:4])[CH3:3].Cl.[NH2:38][OH:39].N1C=CC=CC=1.C(Cl)(Cl)Cl. Product: [CH2:1]([O:5][C:6]1[CH:31]=[C:30]([O:32][CH2:33][CH:34]([CH3:36])[CH3:35])[CH:29]=[CH:28][C:7]=1[C:8](=[N:38][OH:39])[C:10]1[CH:11]=[CH:12][C:13]([O:23][CH2:24][CH:25]([CH3:27])[CH3:26])=[C:14]([CH2:16][CH2:17][C:18]([O:20][CH2:21][CH3:22])=[O:19])[CH:15]=1)[CH:2]([CH3:4])[CH3:3]. The catalyst class is: 40.